This data is from Forward reaction prediction with 1.9M reactions from USPTO patents (1976-2016). The task is: Predict the product of the given reaction. Given the reactants [F:1][C:2]1[CH:7]=[CH:6][CH:5]=[CH:4][C:3]=1[O:8][C:9]1[CH:14]=[CH:13][C:12]([N+:15]([O-])=O)=[CH:11][CH:10]=1.[NH4+].[Cl-], predict the reaction product. The product is: [F:1][C:2]1[CH:7]=[CH:6][CH:5]=[CH:4][C:3]=1[O:8][C:9]1[CH:14]=[CH:13][C:12]([NH2:15])=[CH:11][CH:10]=1.